This data is from Forward reaction prediction with 1.9M reactions from USPTO patents (1976-2016). The task is: Predict the product of the given reaction. The product is: [C:28]([NH:31][CH2:32][CH:33]([O:19][C:18]([C:15]1([C:12]2[CH:13]=[CH:14][C:9]([C:4]3[CH:5]=[CH:6][C:7]([Cl:8])=[C:2]([Cl:1])[CH:3]=3)=[C:10]([F:21])[CH:11]=2)[CH2:17][CH2:16]1)=[O:20])[CH2:34][NH:35][C:36](=[O:38])[CH3:37])(=[O:30])[CH3:29]. Given the reactants [Cl:1][C:2]1[CH:3]=[C:4]([C:9]2[CH:14]=[CH:13][C:12]([C:15]3([C:18]([OH:20])=[O:19])[CH2:17][CH2:16]3)=[CH:11][C:10]=2[F:21])[CH:5]=[CH:6][C:7]=1[Cl:8].C(Cl)(=O)C(Cl)=O.[C:28]([NH:31][CH2:32][CH:33](O)[CH2:34][NH:35][C:36](=[O:38])[CH3:37])(=[O:30])[CH3:29].C(N(CC)CC)C, predict the reaction product.